Dataset: NCI-60 drug combinations with 297,098 pairs across 59 cell lines. Task: Regression. Given two drug SMILES strings and cell line genomic features, predict the synergy score measuring deviation from expected non-interaction effect. (1) Drug 1: CCC1(CC2CC(C3=C(CCN(C2)C1)C4=CC=CC=C4N3)(C5=C(C=C6C(=C5)C78CCN9C7C(C=CC9)(C(C(C8N6C=O)(C(=O)OC)O)OC(=O)C)CC)OC)C(=O)OC)O.OS(=O)(=O)O. Drug 2: CN(C(=O)NC(C=O)C(C(C(CO)O)O)O)N=O. Cell line: MCF7. Synergy scores: CSS=4.60, Synergy_ZIP=-2.49, Synergy_Bliss=-5.82, Synergy_Loewe=-16.9, Synergy_HSA=-6.68. (2) Drug 1: CC1OCC2C(O1)C(C(C(O2)OC3C4COC(=O)C4C(C5=CC6=C(C=C35)OCO6)C7=CC(=C(C(=C7)OC)O)OC)O)O. Drug 2: CC(C1=C(C=CC(=C1Cl)F)Cl)OC2=C(N=CC(=C2)C3=CN(N=C3)C4CCNCC4)N. Cell line: MOLT-4. Synergy scores: CSS=67.5, Synergy_ZIP=-1.27, Synergy_Bliss=-2.74, Synergy_Loewe=-6.90, Synergy_HSA=-2.43. (3) Cell line: IGROV1. Drug 2: CN(C(=O)NC(C=O)C(C(C(CO)O)O)O)N=O. Drug 1: CCC1(CC2CC(C3=C(CCN(C2)C1)C4=CC=CC=C4N3)(C5=C(C=C6C(=C5)C78CCN9C7C(C=CC9)(C(C(C8N6C=O)(C(=O)OC)O)OC(=O)C)CC)OC)C(=O)OC)O.OS(=O)(=O)O. Synergy scores: CSS=-0.526, Synergy_ZIP=-2.37, Synergy_Bliss=-3.62, Synergy_Loewe=-15.7, Synergy_HSA=-4.64. (4) Drug 2: C1C(C(OC1N2C=NC3=C2NC=NCC3O)CO)O. Synergy scores: CSS=33.5, Synergy_ZIP=6.03, Synergy_Bliss=9.74, Synergy_Loewe=-18.1, Synergy_HSA=6.91. Cell line: SK-MEL-5. Drug 1: CCCS(=O)(=O)NC1=C(C(=C(C=C1)F)C(=O)C2=CNC3=C2C=C(C=N3)C4=CC=C(C=C4)Cl)F. (5) Drug 1: CC1=C(C=C(C=C1)C(=O)NC2=CC(=CC(=C2)C(F)(F)F)N3C=C(N=C3)C)NC4=NC=CC(=N4)C5=CN=CC=C5. Drug 2: C1C(C(OC1N2C=NC3=C2NC=NCC3O)CO)O. Cell line: HCT116. Synergy scores: CSS=-2.15, Synergy_ZIP=1.74, Synergy_Bliss=0.432, Synergy_Loewe=-3.92, Synergy_HSA=-3.16. (6) Drug 2: CC1=CC2C(CCC3(C2CCC3(C(=O)C)OC(=O)C)C)C4(C1=CC(=O)CC4)C. Synergy scores: CSS=2.57, Synergy_ZIP=0.581, Synergy_Bliss=-0.407, Synergy_Loewe=-6.27, Synergy_HSA=-3.99. Cell line: SW-620. Drug 1: CC12CCC(CC1=CCC3C2CCC4(C3CC=C4C5=CN=CC=C5)C)O. (7) Cell line: SW-620. Drug 1: CCC(=C(C1=CC=CC=C1)C2=CC=C(C=C2)OCCN(C)C)C3=CC=CC=C3.C(C(=O)O)C(CC(=O)O)(C(=O)O)O. Drug 2: C1C(C(OC1N2C=NC3=C2NC=NCC3O)CO)O. Synergy scores: CSS=-2.55, Synergy_ZIP=0.911, Synergy_Bliss=0.402, Synergy_Loewe=-2.76, Synergy_HSA=-2.28.